Task: Predict the product of the given reaction.. Dataset: Forward reaction prediction with 1.9M reactions from USPTO patents (1976-2016) (1) Given the reactants [CH2:1]([O:3][C:4](=[O:19])[CH:5]([O:9][C:10]1[CH:15]=[CH:14][C:13]([Cl:16])=[CH:12][C:11]=1[CH:17]=[O:18])[CH2:6][CH2:7][CH3:8])[CH3:2].[CH2:20](O)[CH2:21][OH:22], predict the reaction product. The product is: [CH2:1]([O:3][C:4](=[O:19])[CH:5]([O:9][C:10]1[CH:15]=[CH:14][C:13]([Cl:16])=[CH:12][C:11]=1[CH:17]1[O:22][CH2:21][CH2:20][O:18]1)[CH2:6][CH2:7][CH3:8])[CH3:2]. (2) Given the reactants [Cl:1][C:2]1[C:3]([C:11]2[S:12][C:13]3[C:14](Cl)=[N:15][CH:16]=[CH:17][C:18]=3[N:19]=2)=[C:4]([CH:7]=[C:8]([F:10])[CH:9]=1)[C:5]#[N:6].[Br:21][Si](C)(C)C.C(=O)(O)[O-].[Na+], predict the reaction product. The product is: [Br:21][C:14]1[C:13]2[S:12][C:11]([C:3]3[C:2]([Cl:1])=[CH:9][C:8]([F:10])=[CH:7][C:4]=3[C:5]#[N:6])=[N:19][C:18]=2[CH:17]=[CH:16][N:15]=1. (3) Given the reactants Cl.[CH2:2]1[C:10]2[C:5](=[CH:6][C:7]([O:11][CH2:12][CH2:13][N:14]([CH3:16])[CH3:15])=[CH:8][CH:9]=2)[CH2:4][NH:3]1.[OH:17][C:18]1[CH:26]=[C:25]2[C:21]([C:22]([CH2:27][CH:28]3[CH2:32][CH2:31][CH2:30][CH2:29]3)=[N:23][NH:24]2)=[CH:20][C:19]=1[C:33](O)=[O:34], predict the reaction product. The product is: [CH:28]1([CH2:27][C:22]2[C:21]3[C:25](=[CH:26][C:18]([OH:17])=[C:19]([C:33]([N:3]4[CH2:4][C:5]5[C:10](=[CH:9][CH:8]=[C:7]([O:11][CH2:12][CH2:13][N:14]([CH3:16])[CH3:15])[CH:6]=5)[CH2:2]4)=[O:34])[CH:20]=3)[NH:24][N:23]=2)[CH2:29][CH2:30][CH2:31][CH2:32]1. (4) The product is: [ClH:1].[NH2:2][C:3]1([C:9]([O:11][CH3:12])=[O:10])[CH2:8][CH2:7][S:6][CH2:5][CH2:4]1. Given the reactants [ClH:1].[NH2:2][C:3]1([C:9]([OH:11])=[O:10])[CH2:8][CH2:7][S:6][CH2:5][CH2:4]1.[CH3:12]O, predict the reaction product. (5) Given the reactants Cl[C:2]1[N:3]=[N:4][CH:5]=[C:6](Cl)[C:7]=1[Cl:8].[F:10][C:11]1[CH:16]=[CH:15][C:14]([N:17]2[CH2:22][CH2:21][NH:20][CH2:19][CH2:18]2)=[CH:13][CH:12]=1.C(=O)([O-])[O-].[K+].[K+].[NH2:29][NH2:30], predict the reaction product. The product is: [Cl:8][C:7]1[C:6]([N:20]2[CH2:21][CH2:22][N:17]([C:14]3[CH:13]=[CH:12][C:11]([F:10])=[CH:16][CH:15]=3)[CH2:18][CH2:19]2)=[CH:5][N:4]=[N:3][C:2]=1[NH:29][NH2:30].